Predict which catalyst facilitates the given reaction. From a dataset of Catalyst prediction with 721,799 reactions and 888 catalyst types from USPTO. (1) Reactant: [CH3:1][C:2]1[CH:7]=[C:6]([CH3:8])[CH:5]=[C:4]([C:9]2[CH:10]=[N:11][CH:12]=[CH:13][CH:14]=2)[C:3]=1[OH:15].Br[CH2:17][C:18]([O:20][CH3:21])=[O:19].C(=O)([O-])[O-].[Cs+].[Cs+]. Product: [CH3:1][C:2]1[CH:7]=[C:6]([CH3:8])[CH:5]=[C:4]([C:9]2[CH:10]=[N:11][CH:12]=[CH:13][CH:14]=2)[C:3]=1[O:15][CH2:17][C:18]([O:20][CH3:21])=[O:19]. The catalyst class is: 10. (2) Reactant: [C:1]1([S:7]([N:10](S(C2C=CC=CC=2)(=O)=O)[C:11]2[S:15][C:14]3[CH:16]=[CH:17][CH:18]=[CH:19][C:13]=3[C:12]=2[C:20]([O:22][CH2:23][CH3:24])=[O:21])(=[O:9])=[O:8])[CH:6]=[CH:5][CH:4]=[CH:3][CH:2]=1.O.[OH-].[Li+].Cl. Product: [C:1]1([S:7]([NH:10][C:11]2[S:15][C:14]3[CH:16]=[CH:17][CH:18]=[CH:19][C:13]=3[C:12]=2[C:20]([O:22][CH2:23][CH3:24])=[O:21])(=[O:9])=[O:8])[CH:2]=[CH:3][CH:4]=[CH:5][CH:6]=1. The catalyst class is: 38. (3) Reactant: C(OC(=O)[N:7]([CH2:17][CH:18]=[CH:19][C:20]1[CH:25]=[CH:24][C:23]([Cl:26])=[CH:22][CH:21]=1)[CH2:8][C:9]1[CH:14]=[CH:13][C:12]([F:15])=[C:11]([F:16])[CH:10]=1)(C)(C)C.C([O-])([O-])=O.[K+].[K+]. Product: [Cl:26][C:23]1[CH:22]=[CH:21][C:20]([CH:19]=[CH:18][CH2:17][NH:7][CH2:8][C:9]2[CH:14]=[CH:13][C:12]([F:15])=[C:11]([F:16])[CH:10]=2)=[CH:25][CH:24]=1. The catalyst class is: 89. (4) The catalyst class is: 4. Product: [CH3:8][O:9][C:10]1([CH3:23])[CH2:15][CH2:14][NH:13][CH2:12][CH2:11]1. Reactant: FC(F)(F)C(O)=O.[CH3:8][O:9][C:10]1([CH3:23])[CH2:15][CH2:14][N:13](C(OC(C)(C)C)=O)[CH2:12][CH2:11]1. (5) Reactant: [F:1][C:2]1[C:3]([C:9]2[N:13]([CH:14]([CH3:16])[CH3:15])[C:12]([CH3:17])=[N:11][CH:10]=2)=[N:4][C:5]([NH2:8])=[N:6][CH:7]=1.[Cl:18][C:19]1[CH:20]=[CH:21][C:22]([C:27]([N:29]2[CH2:34][CH2:33][N:32]([CH3:35])[CH2:31][CH2:30]2)=[O:28])=[C:23]([CH:26]=1)[C:24]#[N:25].C([O-])([O-])=O.[Cs+].[Cs+].CC(C1C=C(C(C)C)C(C2C=CC=CC=2P(C2CCCCC2)C2CCCCC2)=C(C(C)C)C=1)C. Product: [ClH:18].[F:1][C:2]1[C:3]([C:9]2[N:13]([CH:14]([CH3:15])[CH3:16])[C:12]([CH3:17])=[N:11][CH:10]=2)=[N:4][C:5]([NH:8][C:19]2[CH:20]=[CH:21][C:22]([C:27]([N:29]3[CH2:34][CH2:33][N:32]([CH3:35])[CH2:31][CH2:30]3)=[O:28])=[C:23]([CH:26]=2)[C:24]#[N:25])=[N:6][CH:7]=1. The catalyst class is: 110. (6) Reactant: [NH2:1][C:2]1[CH:3]=[C:4]([OH:8])[CH:5]=[CH:6][CH:7]=1.CS([C:13]1[N:18]=[C:17]([C:19]2[N:23]3[CH:24]=[CH:25][CH:26]=[CH:27][C:22]3=[N:21][C:20]=2[C:28]2[CH:33]=[CH:32][CH:31]=[C:30]([CH3:34])[N:29]=2)[CH:16]=[CH:15][N:14]=1)(=O)=O. Product: [CH3:34][C:30]1[N:29]=[C:28]([C:20]2[N:21]=[C:22]3[CH:27]=[CH:26][CH:25]=[CH:24][N:23]3[C:19]=2[C:17]2[CH:16]=[CH:15][N:14]=[C:13]([NH:1][C:2]3[CH:3]=[C:4]([OH:8])[CH:5]=[CH:6][CH:7]=3)[N:18]=2)[CH:33]=[CH:32][CH:31]=1. The catalyst class is: 12. (7) Reactant: [F:1][C:2]([F:31])([F:30])[C:3]1[CH:8]=[CH:7][C:6]([N:9]2[CH2:14][CH2:13][N:12]([S:15]([C:18]3[CH:19]=[C:20]4[C:24](=[CH:25][CH:26]=3)[N:23](C(=O)C)[CH2:22][CH2:21]4)(=[O:17])=[O:16])[CH2:11][CH2:10]2)=[CH:5][CH:4]=1. Product: [F:30][C:2]([F:1])([F:31])[C:3]1[CH:8]=[CH:7][C:6]([N:9]2[CH2:10][CH2:11][N:12]([S:15]([C:18]3[CH:19]=[C:20]4[C:24](=[CH:25][CH:26]=3)[NH:23][CH2:22][CH2:21]4)(=[O:16])=[O:17])[CH2:13][CH2:14]2)=[CH:5][CH:4]=1. The catalyst class is: 12. (8) Reactant: [C:1]1([CH3:11])[CH:6]=[CH:5][C:4]([S:7](Cl)(=[O:9])=[O:8])=[CH:3][CH:2]=1.[CH3:12][C:13]1[N:14]=[C:15]([C:18](=[O:20])[CH3:19])[NH:16][CH:17]=1. Product: [CH3:12][C:13]1[N:14]=[C:15]([C:18](=[O:20])[CH3:19])[N:16]([S:7]([C:4]2[CH:5]=[CH:6][C:1]([CH3:11])=[CH:2][CH:3]=2)(=[O:9])=[O:8])[CH:17]=1. The catalyst class is: 228. (9) Reactant: [F:1][C:2]1[CH:12]=[CH:11][C:5]([C:6]([N:8]([CH3:10])[CH3:9])=[O:7])=[CH:4][C:3]=1[C:13]1[N:14]=[N:15][C:16]([CH3:19])=[CH:17][CH:18]=1.[Cl:20]N1C(=O)N(Cl)C(=O)N(Cl)C1=O. Product: [Cl:20][CH2:19][C:16]1[N:15]=[N:14][C:13]([C:3]2[CH:4]=[C:5]([CH:11]=[CH:12][C:2]=2[F:1])[C:6]([N:8]([CH3:9])[CH3:10])=[O:7])=[CH:18][CH:17]=1. The catalyst class is: 26.